Task: Regression. Given two drug SMILES strings and cell line genomic features, predict the synergy score measuring deviation from expected non-interaction effect.. Dataset: NCI-60 drug combinations with 297,098 pairs across 59 cell lines (1) Drug 1: C1CC(C1)(C(=O)O)C(=O)O.[NH2-].[NH2-].[Pt+2]. Drug 2: CN1C(=O)N2C=NC(=C2N=N1)C(=O)N. Cell line: NCI-H322M. Synergy scores: CSS=-5.52, Synergy_ZIP=3.83, Synergy_Bliss=0.783, Synergy_Loewe=0.174, Synergy_HSA=-5.02. (2) Drug 1: CC(C)NC(=O)C1=CC=C(C=C1)CNNC.Cl. Drug 2: C(CCl)NC(=O)N(CCCl)N=O. Cell line: UACC62. Synergy scores: CSS=2.35, Synergy_ZIP=-10.6, Synergy_Bliss=-16.8, Synergy_Loewe=-21.9, Synergy_HSA=-16.6. (3) Drug 1: CS(=O)(=O)C1=CC(=C(C=C1)C(=O)NC2=CC(=C(C=C2)Cl)C3=CC=CC=N3)Cl. Drug 2: C(=O)(N)NO. Cell line: HS 578T. Synergy scores: CSS=7.85, Synergy_ZIP=5.91, Synergy_Bliss=12.3, Synergy_Loewe=4.07, Synergy_HSA=5.36. (4) Drug 1: CCC1(CC2CC(C3=C(CCN(C2)C1)C4=CC=CC=C4N3)(C5=C(C=C6C(=C5)C78CCN9C7C(C=CC9)(C(C(C8N6C=O)(C(=O)OC)O)OC(=O)C)CC)OC)C(=O)OC)O.OS(=O)(=O)O. Drug 2: C1=NNC2=C1C(=O)NC=N2. Cell line: SN12C. Synergy scores: CSS=-3.49, Synergy_ZIP=8.53, Synergy_Bliss=-2.84, Synergy_Loewe=-4.38, Synergy_HSA=-4.79.